The task is: Binary Classification. Given a miRNA mature sequence and a target amino acid sequence, predict their likelihood of interaction.. This data is from Experimentally validated miRNA-target interactions with 360,000+ pairs, plus equal number of negative samples. (1) The miRNA is hsa-miR-759 with sequence GCAGAGUGCAAACAAUUUUGAC. The protein sequence of the target gene is MEGSRPRAPSGHLAPSPPAFDGELDLQRYSNGPAVSAGSLGMGAVSWSESRAGERRFPCPVCGKRFRFNSILALHLRAHPGAQAFQCPHCGHRAAQRALLRSHLRTHQPERPRSPAARLLLELEERALLREARLGRARSSGGMQATPATEGLARPQAPSSSAFRCPYCKGKFRTSAERERHLHILHRPWKCGLCSFGSSQEEELLHHSLTAHGAPERPLAATSAAPPPQPQPQPPPQPEPRSVPQPEPEPEPEREATPTPAPAAPEEPPAPPEFRCQVCGQSFTQSWFLKGHMRKHKASF.... Result: 1 (interaction). (2) The miRNA is hsa-miR-6724-5p with sequence CUGGGCCCGCGGCGGGCGUGGGG. The protein sequence of the target gene is MPIVDKLKEALKPGRKDSADDGELGKLLASSAKKVLLQKIEFEPASKSFSYQLEALKSKYVLLNPKTEGASRHKSGDDPPARRQGSEHTYESCGDGVPAPQKVLFPTERLSLRWERVFRVGAGLHNLGNTCFLNATIQCLTYTPPLANYLLSKEHARSCHQGSFCMLCVMQNHIVQAFANSGNAIKPVSFIRDLKKIARHFRFGNQEDAHEFLRYTIDAMQKACLNGCAKLDRQTQATTLVHQIFGGYLRSRVKCSVCKSVSDTYDPYLDVALEIRQAANIVRALELFVKADVLSGENAY.... Result: 0 (no interaction). (3) The miRNA is hsa-miR-1468-5p with sequence CUCCGUUUGCCUGUUUCGCUG. The protein sequence of the target gene is MEEGHGLDLTYITERIIAVSFPAGCSEESYLHNLQEVTRMLKSKHGDNYLVLNLSEKRYDLTKLNPKIMDVGWPELHAPPLDKMCTICKAQESWLNSNLQHVVVIHCRGGKGRIGVVISSYMHFTNVSASADQALDRFAMKKFYDDKVSALMQPSQKRYVQFLSGLLSGSVKMNASPLFLHFVILHGTPNFDTGGVCRPFLKLYQAMQPVYTSGIYNVGPENPSRICIVIEPAQLLKGDVMVKCYHKKYRSATRDVIFRLQFHTGAVQGYGLVFGKEDLDNASKDDRFPDYGKVELVFSA.... Result: 0 (no interaction). (4) The miRNA is mmu-miR-465c-3p with sequence GAUCAGGGCCUUUCUAAGUAGA. The protein sequence of the target gene is MAHFVQGTSRMIAAESSTEHKECAEPSTRKNLMNSLEQKIRCLEKQRKELLEVNQQWDQQFRSMKELYERKVAELKTKLDAAERFLSTREKDPHQRQRKDDRQREDDRQRDLTRDRLQREEKEKERLNEELHELKEENKLLKGKNTLANKEKEHYECEIKRLNKALQDALNIKCSFSEDCLRKSRVEFCHEEMRTEMEVLKQQVQIYEEDFKKERSDRERLNQEKEELQQINETSQSQLNRLNSQIKACQMEKEKLEKQLKQMYCPPCNCGLVFHLQDPWVPTGPGAVQKQREHPPDYQW.... Result: 0 (no interaction). (5) The miRNA is mmu-miR-3104-5p with sequence UAGGGGGCAGGAGCCGGAGCCCUCU. The protein sequence of the target gene is MTSAVVDSGGTILELSSNGVENQEESEKVSEYPAVIVEPVPSARLEQGYAAQVLVYDDETYMMQDVAEEQEVETENVETVEASVHSSNAHCTDKTIEAAEALLHMESPTCLRDSRSPVEVFVPPCVSTPEFIHAAMRPDVITETVVEVSTEESEPMDTSPIPTSPDSHEPMKKKKVGRKPKTQQSPISNGSPELGIKKKPREGKGNTTYLWEFLLDLLQDKNTCPRYIKWTQREKGIFKLVDSKAVSKLWGKHKNKPDMNYETMGRALRYYYQRGILAKVEGQRLVYQFKDMPKNIVVID.... Result: 0 (no interaction). (6) The miRNA is mmu-miR-503-5p with sequence UAGCAGCGGGAACAGUACUGCAG. The protein sequence of the target gene is MKIITYFCIWAVAWAIPVPQSKPLERHVEKSMNLHLLARSNVSVQDELNASGTIKESGVLVHEGDRGRQENTQDGHKGEGNGSKWAEVGGKSFSTYSTLANEEGNIEGWNGDTGKAETYGHDGIHGKEENITANGIQGQVSIIDNAGATNRSNTNGNTDKNTQNGDVGDAGHNEDVAVVQEDGPQVAGSNNSTDNEDEIIENSCRNEGNTSEITPQINSKRNGTKEAEVTPGTGEDAGLDNSDGSPSGNGADEDEDEGSGDDEDEEAGNGKDSSNNSKGQEGQDHGKEDDHDSSIGQNSD.... Result: 0 (no interaction).